This data is from Forward reaction prediction with 1.9M reactions from USPTO patents (1976-2016). The task is: Predict the product of the given reaction. Given the reactants Cl[C:2]1[C:11]2[C:6](=[CH:7][CH:8]=[CH:9][C:10]=2[O:12][CH:13]2[CH2:18][CH2:17][N:16]([CH3:19])[CH2:15][CH2:14]2)[N:5]=[CH:4][N:3]=1.[NH2:20][C:21]1[CH:33]=[CH:32][C:24]([C:25]([O:27][C:28]([CH3:31])([CH3:30])[CH3:29])=[O:26])=[C:23]([Cl:34])[CH:22]=1.Cl, predict the reaction product. The product is: [Cl:34][C:23]1[CH:22]=[C:21]([NH:20][C:2]2[C:11]3[C:6](=[CH:7][CH:8]=[CH:9][C:10]=3[O:12][CH:13]3[CH2:18][CH2:17][N:16]([CH3:19])[CH2:15][CH2:14]3)[N:5]=[CH:4][N:3]=2)[CH:33]=[CH:32][C:24]=1[C:25]([O:27][C:28]([CH3:31])([CH3:30])[CH3:29])=[O:26].